This data is from Forward reaction prediction with 1.9M reactions from USPTO patents (1976-2016). The task is: Predict the product of the given reaction. (1) Given the reactants [C:1]1([CH3:33])[CH:6]=[CH:5][C:4]([C:7]2[N:8]=[C:9]3[CH2:23][CH2:22][CH2:21][N:20]([CH2:24][CH2:25][CH2:26][CH2:27][CH2:28][CH2:29][C:30]([OH:32])=O)[C:10]3=[N:11][C:12]=2[C:13]2[CH:18]=[CH:17][C:16]([CH3:19])=[CH:15][CH:14]=2)=[CH:3][CH:2]=1.CN(C=O)C.C(Cl)(=O)C(Cl)=O.CCN(C(C)C)C(C)C.[C:54]1([CH2:60][S:61]([NH2:64])(=[O:63])=[O:62])[CH:59]=[CH:58][CH:57]=[CH:56][CH:55]=1.CCCC(C)C, predict the reaction product. The product is: [CH2:60]([S:61]([NH:64][C:30](=[O:32])[CH2:29][CH2:28][CH2:27][CH2:26][CH2:25][CH2:24][N:20]1[C:10]2=[N:11][C:12]([C:13]3[CH:18]=[CH:17][C:16]([CH3:19])=[CH:15][CH:14]=3)=[C:7]([C:4]3[CH:3]=[CH:2][C:1]([CH3:33])=[CH:6][CH:5]=3)[N:8]=[C:9]2[CH2:23][CH2:22][CH2:21]1)(=[O:63])=[O:62])[C:54]1[CH:59]=[CH:58][CH:57]=[CH:56][CH:55]=1. (2) The product is: [C:11]1([S:17]([C:2]2[CH:6]=[C:5]([CH3:7])[S:4][C:3]=2[CH:8]=[O:9])(=[O:19])=[O:18])[CH:16]=[CH:15][CH:14]=[CH:13][CH:12]=1. Given the reactants Br[C:2]1[CH:6]=[C:5]([CH3:7])[S:4][C:3]=1[CH:8]=[O:9].[Na+].[C:11]1([S:17]([O-:19])=[O:18])[CH:16]=[CH:15][CH:14]=[CH:13][CH:12]=1, predict the reaction product. (3) Given the reactants C([O:4][C:5]1[CH:10]=[CH:9][CH:8]=[C:7]([C:11](=[O:25])[NH:12][C:13]2[CH:18]=[C:17]([C:19]3[S:20][CH:21]=[CH:22][CH:23]=3)[CH:16]=[CH:15][C:14]=2[NH2:24])[CH:6]=1)(=O)C.C(N(CC)CC)C, predict the reaction product. The product is: [NH2:24][C:14]1[CH:15]=[CH:16][C:17]([C:19]2[S:20][CH:21]=[CH:22][CH:23]=2)=[CH:18][C:13]=1[NH:12][C:11](=[O:25])[C:7]1[CH:8]=[CH:9][CH:10]=[C:5]([OH:4])[CH:6]=1. (4) Given the reactants [Cl:1][C:2]1[CH:7]=[CH:6][C:5]([CH:8]([C:12]2[CH:17]=[CH:16][C:15]([Cl:18])=[CH:14][CH:13]=2)[C:9]([OH:11])=O)=[CH:4][CH:3]=1.[NH2:19][CH2:20][CH2:21][CH2:22][N:23]1[CH2:28][CH2:27][CH:26]([C:29]2[CH:30]=[C:31]([NH:36][C:37](=[O:41])[CH:38]([CH3:40])[CH3:39])[CH:32]=[CH:33][C:34]=2[CH3:35])[CH2:25][CH2:24]1, predict the reaction product. The product is: [Cl:18][C:15]1[CH:16]=[CH:17][C:12]([CH:8]([C:5]2[CH:4]=[CH:3][C:2]([Cl:1])=[CH:7][CH:6]=2)[C:9]([NH:19][CH2:20][CH2:21][CH2:22][N:23]2[CH2:28][CH2:27][CH:26]([C:29]3[CH:30]=[C:31]([NH:36][C:37](=[O:41])[CH:38]([CH3:39])[CH3:40])[CH:32]=[CH:33][C:34]=3[CH3:35])[CH2:25][CH2:24]2)=[O:11])=[CH:13][CH:14]=1. (5) Given the reactants [Br:1][C:2]1[CH:3]=[C:4]2[C:8](=[CH:9][C:10]=1[S:11]([N:14]1[CH2:18][CH2:17][CH2:16][CH2:15]1)(=[O:13])=[O:12])[N:7](C(=O)C)[CH2:6][CH2:5]2.Cl.C(=O)([O-])O.[Na+], predict the reaction product. The product is: [Br:1][C:2]1[CH:3]=[C:4]2[C:8](=[CH:9][C:10]=1[S:11]([N:14]1[CH2:18][CH2:17][CH2:16][CH2:15]1)(=[O:12])=[O:13])[NH:7][CH2:6][CH2:5]2. (6) Given the reactants [CH2:1](I)[CH2:2][CH3:3].[CH2:5]([Zn]CC)[CH3:6].I[C:11]1[CH:12]=[C:13]([O:17][CH2:18][C:19]2[CH:24]=[CH:23][CH:22]=[CH:21][CH:20]=2)[CH:14]=[CH:15][CH:16]=1.Cl, predict the reaction product. The product is: [CH2:1]([C:11]1[CH:12]=[C:13]([O:17][CH2:18][C:19]2[CH:24]=[CH:23][CH:22]=[CH:21][CH:20]=2)[CH:14]=[CH:15][CH:16]=1)[CH2:2][CH3:3].[CH2:5]([C:11]1[CH:12]=[C:13]([O:17][CH2:18][C:19]2[CH:24]=[CH:23][CH:22]=[CH:21][CH:20]=2)[CH:14]=[CH:15][CH:16]=1)[CH3:6].